This data is from Reaction yield outcomes from USPTO patents with 853,638 reactions. The task is: Predict the reaction yield, written as a fraction of the theoretical maximum amount of product (1.0 means a 100% yield; for example, 0.34 means a 34% yield). (1) The reactants are [CH:1]1([Mg]Br)[CH2:3][CH2:2]1.[Cl:6][C:7]1[CH:8]=[CH:9][C:10]([C:29](OC)=[O:30])=[C:11]2[C:15]=1[N:14]=[C:13]1[N:16]([C:20]3[C:25]([CH3:26])=[CH:24][C:23]([Cl:27])=[CH:22][C:21]=3[Cl:28])[CH2:17][CH2:18][CH2:19][N:12]21.O1[CH2:37][CH2:36][CH2:35]C1. No catalyst specified. The product is [Cl:6][C:7]1[C:15]2[N:14]=[C:13]3[N:16]([C:20]4[C:25]([CH3:26])=[CH:24][C:23]([Cl:27])=[CH:22][C:21]=4[Cl:28])[CH2:17][CH2:18][CH2:19][N:12]3[C:11]=2[C:10]([C:29]([CH:35]2[CH2:36][CH2:37]2)([CH:1]2[CH2:3][CH2:2]2)[OH:30])=[CH:9][CH:8]=1. The yield is 0.800. (2) The reactants are [Br:1][C:2]1[CH:3]=[C:4]([CH:17]=[CH:18][CH:19]=1)[NH:5][C:6]1[C:7]2[CH:15]=[CH:14][C:13](F)=[N:12][C:8]=2[N:9]=[CH:10][N:11]=1.[NH3:20]. The catalyst is CCO. The product is [NH2:20][C:13]1[CH:14]=[CH:15][C:7]2[C:6]([NH:5][C:4]3[CH:17]=[CH:18][CH:19]=[C:2]([Br:1])[CH:3]=3)=[N:11][CH:10]=[N:9][C:8]=2[N:12]=1. The yield is 0.900. (3) The catalyst is N1C=CC=CC=1.N1C=CC=CC=1.C(Cl)Cl. The yield is 0.780. The reactants are C(Cl)Cl.[F:4][C:5]1[CH:30]=[CH:29][CH:28]=[C:27]([F:31])[C:6]=1[CH2:7][N:8]1[C:12]2[CH:13]=[CH:14][CH:15]=[C:16]([CH2:17][OH:18])[C:11]=2[N:10]=[C:9]1[C:19]1[C:24]([F:25])=[CH:23][CH:22]=[CH:21][C:20]=1[F:26]. The product is [F:4][C:5]1[CH:30]=[CH:29][CH:28]=[C:27]([F:31])[C:6]=1[CH2:7][N:8]1[C:12]2[CH:13]=[CH:14][CH:15]=[C:16]([CH:17]=[O:18])[C:11]=2[N:10]=[C:9]1[C:19]1[C:20]([F:26])=[CH:21][CH:22]=[CH:23][C:24]=1[F:25]. (4) The yield is 1.00. The product is [C:1]1([CH3:11])[CH:2]=[CH:3][C:4]([CH2:7][C:8]([O:10][CH3:17])=[O:9])=[CH:5][CH:6]=1. No catalyst specified. The reactants are [C:1]1([CH3:11])[CH:6]=[CH:5][C:4]([CH2:7][C:8]([OH:10])=[O:9])=[CH:3][CH:2]=1.S(=O)(=O)(O)O.[CH3:17]O. (5) The reactants are [N-:1]=[C:2]=[S:3].[K+].[F:5][C:6]1[CH:14]=[CH:13][C:9]([C:10](Cl)=[O:11])=[CH:8][CH:7]=1.[NH2:15][C:16]1[CH:17]=[C:18]([C:22]2[S:26][C:25]([C:27]3[CH:28]=[C:29]4[C:33](=[CH:34][CH:35]=3)[C:32](=[O:36])[N:31]([CH3:37])[CH2:30]4)=[CH:24][CH:23]=2)[CH:19]=[N:20][CH:21]=1. The catalyst is CC(C)=O. The product is [F:5][C:6]1[CH:14]=[CH:13][C:9]([C:10]([NH:1][C:2](=[S:3])[NH:15][C:16]2[CH:21]=[N:20][CH:19]=[C:18]([C:22]3[S:26][C:25]([C:27]4[CH:28]=[C:29]5[C:33](=[CH:34][CH:35]=4)[C:32](=[O:36])[N:31]([CH3:37])[CH2:30]5)=[CH:24][CH:23]=3)[CH:17]=2)=[O:11])=[CH:8][CH:7]=1. The yield is 0.0700. (6) The catalyst is CN(C=O)C.[Cu]I. The yield is 0.482. The product is [C:19]([C:18]1[CH:17]=[CH:21][C:3]([C:4]([O:6][CH3:7])=[O:5])=[CH:11][CH:12]=1)(=[O:24])[CH3:25]. The reactants are ON=[C:3]([C:11](=O)[CH3:12])[C:4]([O:6][C:7](C)(C)C)=[O:5].FC1C=[C:17]2[C:21](=CC=1)N[C:19](=[O:24])[CH2:18]2.[CH3:25]C1C=CC2C=CC3C=CC(C)=NC=3C=2N=1.O.O(C(C)(C)C)[Na].